Dataset: Forward reaction prediction with 1.9M reactions from USPTO patents (1976-2016). Task: Predict the product of the given reaction. (1) Given the reactants [Br:1][C:2]1[CH:10]=[CH:9][C:8]([C:11]([F:14])([F:13])[F:12])=[CH:7][C:3]=1[C:4](O)=[O:5].S(Cl)([Cl:17])=O, predict the reaction product. The product is: [Br:1][C:2]1[CH:10]=[CH:9][C:8]([C:11]([F:14])([F:13])[F:12])=[CH:7][C:3]=1[C:4]([Cl:17])=[O:5]. (2) Given the reactants [CH2:1]([N:5]1[C:13]2[C:12]([CH3:14])=[C:11]([CH3:15])[N:10]=[C:9]([NH:16][CH2:17][C:18]3[CH:23]=[CH:22][C:21]([O:24][CH3:25])=[CH:20][CH:19]=3)[C:8]=2[N:7]=[C:6]1[CH2:26][OH:27])[CH:2]([CH3:4])[CH3:3].C(N(CC)CC)C.[Cl-].[NH4+], predict the reaction product. The product is: [CH2:1]([N:5]1[C:13]2[C:12]([CH3:14])=[C:11]([CH3:15])[N:10]=[C:9]([NH:16][CH2:17][C:18]3[CH:23]=[CH:22][C:21]([O:24][CH3:25])=[CH:20][CH:19]=3)[C:8]=2[N:7]=[C:6]1[CH:26]=[O:27])[CH:2]([CH3:3])[CH3:4].